This data is from Full USPTO retrosynthesis dataset with 1.9M reactions from patents (1976-2016). The task is: Predict the reactants needed to synthesize the given product. (1) Given the product [CH3:17][O:16][CH2:15][CH2:14][O:12][C:6]1[CH:5]=[C:4]2[C:9]([CH:10]=[CH:11][C:2]([CH3:1])=[N:3]2)=[CH:8][CH:7]=1, predict the reactants needed to synthesize it. The reactants are: [CH3:1][C:2]1[CH:11]=[CH:10][C:9]2[C:4](=[CH:5][C:6]([OH:12])=[CH:7][CH:8]=2)[N:3]=1.Br[CH2:14][CH2:15][O:16][CH3:17].C(=O)([O-])[O-].[K+].[K+].CC(C)=O. (2) Given the product [C:1]([NH:11][C:12]1[CH:13]=[C:14]([B:21]([OH:23])[OH:22])[CH:15]=[C:16]([N+:18]([O-:20])=[O:19])[CH:17]=1)(=[O:8])[C:2]1[CH:7]=[CH:6][CH:5]=[CH:4][CH:3]=1, predict the reactants needed to synthesize it. The reactants are: [C:1](Cl)(=[O:8])[C:2]1[CH:7]=[CH:6][CH:5]=[CH:4][CH:3]=1.Cl.[NH2:11][C:12]1[CH:13]=[C:14]([B:21]([OH:23])[OH:22])[CH:15]=[C:16]([N+:18]([O-:20])=[O:19])[CH:17]=1. (3) Given the product [CH2:1]([O:8][C:9]([NH:11][C@H:12]1[CH2:13][CH2:14][C@H:15]([C:18]([NH:21][C:22]2[CH:27]=[CH:26][CH:25]=[CH:24][C:23]=2[OH:28])=[O:20])[CH2:16][CH2:17]1)=[O:10])[C:2]1[CH:3]=[CH:4][CH:5]=[CH:6][CH:7]=1, predict the reactants needed to synthesize it. The reactants are: [CH2:1]([O:8][C:9]([NH:11][C@H:12]1[CH2:17][CH2:16][C@H:15]([C:18]([OH:20])=O)[CH2:14][CH2:13]1)=[O:10])[C:2]1[CH:7]=[CH:6][CH:5]=[CH:4][CH:3]=1.[NH2:21][C:22]1[CH:27]=[CH:26][CH:25]=[CH:24][C:23]=1[OH:28]. (4) Given the product [F:38][C:2]([F:1])([F:39])[C:3]1[CH:4]=[C:5]([C:6]2[N:7]=[C:10]([C:12]3[CH:34]=[CH:33][C:15]4[S:16][CH2:17][CH2:18][N:19]([S:20]([C:23]5[CH:24]=[CH:25][C:26]([C:29]([F:30])([F:31])[F:32])=[CH:27][CH:28]=5)(=[O:21])=[O:22])[C:14]=4[CH:13]=3)[O:9][N:8]=2)[CH:35]=[CH:36][CH:37]=1, predict the reactants needed to synthesize it. The reactants are: [F:1][C:2]([F:39])([F:38])[C:3]1[CH:4]=[C:5]([CH:35]=[CH:36][CH:37]=1)[C:6](=[N:8][O:9][C:10]([C:12]1[CH:34]=[CH:33][C:15]2[S:16][CH2:17][CH2:18][N:19]([S:20]([C:23]3[CH:28]=[CH:27][C:26]([C:29]([F:32])([F:31])[F:30])=[CH:25][CH:24]=3)(=[O:22])=[O:21])[C:14]=2[CH:13]=1)=O)[NH2:7].FC(F)(F)C1C=C(C2N=C(C3C=CC4SCCN(S(C5C=CC(C(F)(F)F)=CC=5)(=O)=O)C=4C=3)ON=2)C=CC=1.CCCC[N+](CCCC)(CCCC)CCCC.[F-].C1COCC1. (5) Given the product [CH2:1]([CH:3]([C:6]1[N:11]2[N:12]=[C:13]([CH3:22])[C:14]([C:15]3[S:19][C:18]([N:30]4[CH2:35][CH2:34][O:33][CH2:32][CH2:31]4)=[N:17][C:16]=3[Cl:21])=[C:10]2[N:9]=[C:8]([CH3:23])[CH:7]=1)[CH2:4][CH3:5])[CH3:2], predict the reactants needed to synthesize it. The reactants are: [CH2:1]([CH:3]([C:6]1[N:11]2[N:12]=[C:13]([CH3:22])[C:14]([C:15]3[S:19][C:18](Cl)=[N:17][C:16]=3[Cl:21])=[C:10]2[N:9]=[C:8]([CH3:23])[CH:7]=1)[CH2:4][CH3:5])[CH3:2].CC1OCCC1.[NH:30]1[CH2:35][CH2:34][O:33][CH2:32][CH2:31]1.